From a dataset of Catalyst prediction with 721,799 reactions and 888 catalyst types from USPTO. Predict which catalyst facilitates the given reaction. (1) Reactant: [CH3:1][C:2]1([CH3:16])[C:6]([CH3:8])([CH3:7])[O:5][B:4]([C:9]2[CH:14]=[CH:13][C:12]([OH:15])=[CH:11][CH:10]=2)[O:3]1.C([O-])([O-])=O.[K+].[K+].Br[CH2:24][CH2:25][CH2:26][CH2:27][O:28][CH:29]1[CH2:34][CH2:33][CH2:32][CH2:31][O:30]1. Product: [CH3:8][C:6]1([CH3:7])[C:2]([CH3:16])([CH3:1])[O:3][B:4]([C:9]2[CH:14]=[CH:13][C:12]([O:15][CH2:24][CH2:25][CH2:26][CH2:27][O:28][CH:29]3[CH2:34][CH2:33][CH2:32][CH2:31][O:30]3)=[CH:11][CH:10]=2)[O:5]1. The catalyst class is: 3. (2) Reactant: [Br:1][C:2]1[CH:7]=[CH:6][C:5]([S:8](Cl)(=[O:10])=[O:9])=[CH:4][CH:3]=1.[CH2:12]([CH2:14][NH2:15])[OH:13]. Product: [Br:1][C:2]1[CH:7]=[CH:6][C:5]([S:8]([NH:15][CH2:14][CH2:12][OH:13])(=[O:10])=[O:9])=[CH:4][CH:3]=1. The catalyst class is: 2. (3) Reactant: [C:1]([O:5][C:6](=[O:26])[NH:7][CH:8]([C:20](=[O:25])NCOC)[CH2:9][C:10]1[CH:19]=[CH:18][C:17]2[C:12](=[CH:13][CH:14]=[CH:15][CH:16]=2)[CH:11]=1)([CH3:4])([CH3:3])[CH3:2].[H-].[H-].[H-].[H-].[Li+].[Al+3]. Product: [C:1]([O:5][C:6](=[O:26])[NH:7][CH:8]([CH:20]=[O:25])[CH2:9][C:10]1[CH:19]=[CH:18][C:17]2[C:12](=[CH:13][CH:14]=[CH:15][CH:16]=2)[CH:11]=1)([CH3:2])([CH3:4])[CH3:3]. The catalyst class is: 1.